Predict which catalyst facilitates the given reaction. From a dataset of Catalyst prediction with 721,799 reactions and 888 catalyst types from USPTO. The catalyst class is: 26. Reactant: [C:1]([C:3]1[CH:8]=[CH:7][C:6]([C:9]2[O:27][CH2:26][C@:12]3([C:28]4[CH:33]=[CH:32][C:31]([F:34])=[CH:30][C:29]=4[F:35])[N:13]=[C:14]([NH:17][C:18](=[O:25])[C:19]4[CH:24]=[CH:23][CH:22]=[CH:21][CH:20]=4)[S:15][CH2:16][C@@H:11]3[CH:10]=2)=[CH:5][CH:4]=1)#[N:2].C([SiH](CC)CC)C.FC(F)(F)C(O)=O.C(=O)(O)[O-].[Na+]. Product: [C:1]([C:3]1[CH:8]=[CH:7][C:6]([C@@H:9]2[O:27][CH2:26][C@:12]3([C:28]4[CH:33]=[CH:32][C:31]([F:34])=[CH:30][C:29]=4[F:35])[N:13]=[C:14]([NH:17][C:18](=[O:25])[C:19]4[CH:20]=[CH:21][CH:22]=[CH:23][CH:24]=4)[S:15][CH2:16][C@@H:11]3[CH2:10]2)=[CH:5][CH:4]=1)#[N:2].